The task is: Predict the reactants needed to synthesize the given product.. This data is from Full USPTO retrosynthesis dataset with 1.9M reactions from patents (1976-2016). Given the product [CH2:1]([N:8]1[CH2:25][CH:24]([CH:26]=[CH2:27])[O:23][C:10]2([CH2:11][CH2:12][N:13]([C:37]([C:36]3[CH:40]=[CH:41][C:33]([O:32][CH:29]([CH3:30])[CH3:31])=[C:34]([CH3:42])[CH:35]=3)=[O:39])[CH2:14][CH2:15]2)[CH2:9]1)[C:2]1[CH:3]=[CH:4][CH:5]=[CH:6][CH:7]=1, predict the reactants needed to synthesize it. The reactants are: [CH2:1]([N:8]1[CH2:25][CH:24]([CH:26]=[CH2:27])[O:23][C:10]2([CH2:15][CH2:14][N:13](C(OC(C)(C)C)=O)[CH2:12][CH2:11]2)[CH2:9]1)[C:2]1[CH:7]=[CH:6][CH:5]=[CH:4][CH:3]=1.Cl.[CH:29]([O:32][C:33]1[CH:41]=[CH:40][C:36]([C:37]([OH:39])=O)=[CH:35][C:34]=1[CH3:42])([CH3:31])[CH3:30].F[P-](F)(F)(F)(F)F.C[NH2+]C.C(N(CC)CC)C.